From a dataset of Full USPTO retrosynthesis dataset with 1.9M reactions from patents (1976-2016). Predict the reactants needed to synthesize the given product. (1) Given the product [F:24][C:8]1[C:9]2[C:10]3[CH:14]=[N:13][NH:12][C:11]=3[C:2]([NH:42][C:41]3[CH:43]=[CH:44][C:38]([N:35]4[CH2:36][CH2:37][CH:32]([N:29]5[CH2:30][CH2:31][N:26]([CH3:25])[CH2:27][CH2:28]5)[CH2:33][CH2:34]4)=[CH:39][CH:40]=3)=[N:3][C:4]=2[CH:5]=[CH:6][CH:7]=1, predict the reactants needed to synthesize it. The reactants are: Cl[C:2]1[C:11]2=[N:12][N:13](CC3C=CC(OC)=CC=3)[CH:14]=[C:10]2[C:9]2[C:8]([F:24])=[CH:7][CH:6]=[CH:5][C:4]=2[N:3]=1.[CH3:25][N:26]1[CH2:31][CH2:30][N:29]([CH:32]2[CH2:37][CH2:36][N:35]([C:38]3[CH:44]=[CH:43][C:41]([NH2:42])=[CH:40][CH:39]=3)[CH2:34][CH2:33]2)[CH2:28][CH2:27]1.Cl. (2) Given the product [ClH:46].[ClH:46].[ClH:46].[ClH:46].[F:1][C:2]1[CH:3]=[CH:4][C:5]([CH:8]([N:37]2[CH2:42][CH2:41][N:40]([CH:43]([CH3:45])[CH3:44])[CH2:39][CH2:38]2)[CH2:9][N:10]2[CH2:11][CH2:12][N:13]([CH2:16][CH2:17][CH2:18][C:19]([C:30]3[CH:35]=[CH:34][C:33]([F:36])=[CH:32][CH:31]=3)([C:23]3[CH:28]=[CH:27][C:26]([F:29])=[CH:25][CH:24]=3)[C:20](=[O:22])[NH2:21])[CH2:14][CH2:15]2)=[CH:6][CH:7]=1, predict the reactants needed to synthesize it. The reactants are: [F:1][C:2]1[CH:7]=[CH:6][C:5]([CH:8]([N:37]2[CH2:42][CH2:41][N:40]([CH:43]([CH3:45])[CH3:44])[CH2:39][CH2:38]2)[CH2:9][N:10]2[CH2:15][CH2:14][N:13]([CH2:16][CH2:17][CH2:18][C:19]([C:30]3[CH:35]=[CH:34][C:33]([F:36])=[CH:32][CH:31]=3)([C:23]3[CH:28]=[CH:27][C:26]([F:29])=[CH:25][CH:24]=3)[C:20](=[O:22])[NH2:21])[CH2:12][CH2:11]2)=[CH:4][CH:3]=1.[ClH:46].O1CCOCC1. (3) Given the product [N+:13]([C:16]1[CH:21]=[CH:20][C:19]([S:22][C:2]2[CH:3]=[C:4]([CH:5]=[CH:6][CH:7]=2)[CH:8]=[O:12])=[CH:18][CH:17]=1)([O-:15])=[O:14], predict the reactants needed to synthesize it. The reactants are: Br[C:2]1[CH:3]=[C:4]([CH:8]2[O:12]CCO2)[CH:5]=[CH:6][CH:7]=1.[N+:13]([C:16]1[CH:21]=[CH:20][C:19]([S:22][S:22][C:19]2[CH:20]=[CH:21][C:16]([N+:13]([O-:15])=[O:14])=[CH:17][CH:18]=2)=[CH:18][CH:17]=1)([O-:15])=[O:14].